This data is from Catalyst prediction with 721,799 reactions and 888 catalyst types from USPTO. The task is: Predict which catalyst facilitates the given reaction. (1) Product: [CH3:1][C@@:2]12[C:18](=[O:19])[CH2:17][CH2:16][C@H:15]1[C@H:14]1[C@@H:5]([C:6]3[CH:7]=[CH:8][C:9]([OH:20])=[CH:10][C:11]=3[CH2:12][CH2:13]1)[CH2:4][CH2:3]2.[C:21]([O-:24])(=[O:23])[CH3:22]. Reactant: [CH3:1][C@@:2]12[C:18](=[O:19])[CH2:17][CH2:16][C@H:15]1[C@H:14]1[C@@H:5]([C:6]3[CH:7]=[CH:8][C:9]([OH:20])=[CH:10][C:11]=3[CH2:12][CH2:13]1)[CH2:4][CH2:3]2.[C:21]([O:24]C(=O)C)(=[O:23])[CH3:22]. The catalyst class is: 17. (2) The catalyst class is: 11. Product: [CH:12]([N:13]1[CH2:16][CH:15]([O:17][S:2]([CH3:1])(=[O:4])=[O:3])[CH2:14]1)([C:6]1[CH:7]=[CH:8][CH:9]=[CH:10][CH:11]=1)[C:18]1[CH:19]=[CH:20][CH:21]=[CH:22][CH:23]=1. Reactant: [CH3:1][S:2](Cl)(=[O:4])=[O:3].[C:6]1([CH:12]([C:18]2[CH:23]=[CH:22][CH:21]=[CH:20][CH:19]=2)[N:13]2[CH2:16][CH:15]([OH:17])[CH2:14]2)[CH:11]=[CH:10][CH:9]=[CH:8][CH:7]=1.CCN(CC)CC.